Dataset: Reaction yield outcomes from USPTO patents with 853,638 reactions. Task: Predict the reaction yield, written as a fraction of the theoretical maximum amount of product (1.0 means a 100% yield; for example, 0.34 means a 34% yield). (1) The reactants are [C:1]([O:5][C:6]([N:8]1[CH2:14][CH2:13][CH2:12][C:11](=[O:15])[CH2:10][CH2:9]1)=[O:7])([CH3:4])([CH3:3])[CH3:2].[Cl:16][C:17]1[CH:22]=[CH:21][C:20]([Mg]Br)=[CH:19][CH:18]=1.C(OCC)C. The catalyst is C1COCC1. The product is [C:1]([O:5][C:6]([N:8]1[CH2:14][CH2:13][CH2:12][C:11]([C:20]2[CH:21]=[CH:22][C:17]([Cl:16])=[CH:18][CH:19]=2)([OH:15])[CH2:10][CH2:9]1)=[O:7])([CH3:4])([CH3:2])[CH3:3]. The yield is 0.960. (2) The product is [F:15][C:6]1[C:5]([CH:4]=[O:16])=[CH:10][C:9]2[NH:11][C:17](=[O:19])[CH2:18][S:35][C:8]=2[CH:7]=1. The yield is 0.880. The reactants are C(O[C:4](=[O:16])[C:5]1[CH:10]=[C:9]([N+:11]([O-])=O)[C:8](F)=[CH:7][C:6]=1[F:15])C.[CH2:17]([O:19]C(=O)C1C=CC(F)=CC=1F)[CH3:18].[N+]([O-])(O)=O.O[S:35](O)(=O)=O. No catalyst specified. (3) The reactants are [NH2:1][C:2]1[CH:7]=[CH:6][CH:5]=[C:4]([O:8][CH2:9][O:10][CH3:11])[C:3]=1[CH2:12][CH2:13][C@H:14]([OH:16])[CH3:15].N1C=CC=CC=1.[C:23](OC(=O)C)(=[O:25])[CH3:24]. The catalyst is ClCCl. The product is [OH:16][C@H:14]([CH3:15])[CH2:13][CH2:12][C:3]1[C:4]([O:8][CH2:9][O:10][CH3:11])=[CH:5][CH:6]=[CH:7][C:2]=1[NH:1][C:23](=[O:25])[CH3:24]. The yield is 0.880. (4) The reactants are [OH:1][C:2]1[CH:7]=[C:6]([O:8][CH3:9])[CH:5]=[CH:4][C:3]=1[C:10]([C:12]1[CH:17]=[CH:16][C:15]([O:18][CH2:19][C:20]2[N:21]=[C:22]([C:26]3[CH:31]=[CH:30][CH:29]=[CH:28][CH:27]=3)[O:23][C:24]=2[CH3:25])=[CH:14][CH:13]=1)=[O:11].Br[CH:33]([CH2:38][CH3:39])[C:34]([O:36]C)=[O:35].C(=O)([O-])[O-].[K+].[K+].CN(C)C=O. The catalyst is O. The product is [CH3:9][O:8][C:6]1[CH:5]=[CH:4][C:3]([C:10](=[O:11])[C:12]2[CH:13]=[CH:14][C:15]([O:18][CH2:19][C:20]3[N:21]=[C:22]([C:26]4[CH:27]=[CH:28][CH:29]=[CH:30][CH:31]=4)[O:23][C:24]=3[CH3:25])=[CH:16][CH:17]=2)=[C:2]([CH:7]=1)[O:1][CH:33]([CH2:38][CH3:39])[C:34]([OH:36])=[O:35]. The yield is 0.940. (5) The reactants are Cl[C:2]1[N:7]=[CH:6][C:5]([C:8]2([C:11]([O:13][CH3:14])=[O:12])[CH2:10][CH2:9]2)=[CH:4][CH:3]=1.[NH2:15][NH2:16]. The catalyst is N1C=CC=CC=1. The product is [NH:15]([C:2]1[N:7]=[CH:6][C:5]([C:8]2([C:11]([O:13][CH3:14])=[O:12])[CH2:10][CH2:9]2)=[CH:4][CH:3]=1)[NH2:16]. The yield is 0.900. (6) The reactants are [CH2:1]([CH:4]1[CH2:9][CH2:8][CH:7]([CH2:10][OH:11])[CH2:6][CH2:5]1)[C:2]#[CH:3].N1C=CC=CC=1.[C:18](OC(=O)C)(=[O:20])[CH3:19]. The catalyst is CN(C=O)C. The product is [C:18]([O:11][CH2:10][CH:7]1[CH2:8][CH2:9][CH:4]([CH2:1][C:2]#[CH:3])[CH2:5][CH2:6]1)(=[O:20])[CH3:19]. The yield is 0.910. (7) The reactants are [Br:1][CH2:2][C:3]1[CH:8]=[CH:7][CH:6]=[CH:5][C:4]=1[S:9][C:10]1[CH:15]=[CH:14][CH:13]=[CH:12][C:11]=1[CH2:16]Br.[NH2:18][NH:19][C:20]([NH2:22])=[S:21]. The catalyst is C(O)C. The product is [BrH:1].[BrH:1].[NH2:18][NH:19][C:20]([S:21][CH2:2][C:3]1[C:4]([S:9][C:10]2[CH:15]=[CH:14][CH:13]=[CH:12][C:11]=2[CH2:16][S:21][C:20](=[NH:22])[NH:19][NH2:18])=[CH:5][CH:6]=[CH:7][CH:8]=1)=[NH:22]. The yield is 0.800. (8) The reactants are C([Li])CCC.Br[C:7]1[CH:12]=[CH:11][C:10]([S:13]([NH:16][C@H:17]([CH3:21])[CH2:18][O:19][CH3:20])(=[O:15])=[O:14])=[CH:9][CH:8]=1.B(OC(C)C)(OC(C)C)OC(C)C.[ClH:35].C(=O)([O-])[O-].[Na+].[Na+].[NH2:42][C:43]1[C:44]([C:50]([NH:52][C:53]2[CH:54]=[N:55][CH:56]=[CH:57][CH:58]=2)=[O:51])=[N:45][C:46](Br)=[CH:47][N:48]=1. The catalyst is O1CCCC1.C(Cl)Cl.C(OCC)C.C1C=CC(P(C2C=CC=CC=2)[C-]2C=CC=C2)=CC=1.C1C=CC(P(C2C=CC=CC=2)[C-]2C=CC=C2)=CC=1.Cl[Pd]Cl.[Fe+2]. The product is [ClH:35].[NH2:42][C:43]1[C:44]([C:50]([NH:52][C:53]2[CH:54]=[N:55][CH:56]=[CH:57][CH:58]=2)=[O:51])=[N:45][C:46]([C:7]2[CH:12]=[CH:11][C:10]([S:13]([NH:16][C@H:17]([CH3:21])[CH2:18][O:19][CH3:20])(=[O:15])=[O:14])=[CH:9][CH:8]=2)=[CH:47][N:48]=1. The yield is 0.350. (9) The reactants are Br[C:2]1[CH:7]=[CH:6][C:5]([CH2:8][O:9][Si:10]([C:13]([CH3:16])([CH3:15])[CH3:14])([CH3:12])[CH3:11])=[CH:4][N:3]=1.[O:17]1CCC[CH2:18]1.C([Li])CCC.CN(C)C=O. The catalyst is C(OCC)C. The product is [Si:10]([O:9][CH2:8][C:5]1[CH:6]=[CH:7][C:2]([CH2:18][OH:17])=[N:3][CH:4]=1)([C:13]([CH3:16])([CH3:15])[CH3:14])([CH3:12])[CH3:11]. The yield is 0.640.